Task: Predict the reaction yield, written as a fraction of the theoretical maximum amount of product (1.0 means a 100% yield; for example, 0.34 means a 34% yield).. Dataset: Reaction yield outcomes from USPTO patents with 853,638 reactions (1) The yield is 0.680. The reactants are C(O[BH-](OC(=O)C)OC(=O)C)(=O)C.[Na+].[F:15][C:16]1[CH:17]=[C:18]2[C:22](=[CH:23][C:24]=1[F:25])[NH:21][CH:20]=[C:19]2[CH2:26][CH:27]=O.[CH2:29]([NH:31][CH2:32][CH3:33])[CH3:30]. The product is [F:15][C:16]1[CH:17]=[C:18]2[C:22](=[CH:23][C:24]=1[F:25])[NH:21][CH:20]=[C:19]2[CH2:26][CH2:27][N:31]([CH2:32][CH3:33])[CH2:29][CH3:30]. The catalyst is ClCCl.FC(F)(F)C(O)=O. (2) The reactants are CC(C)([O-])C.[K+].OC(C)(C)[CH:9]([NH:16][C:17](=[O:23])[O:18][C:19]([CH3:22])([CH3:21])C)[C:10]1[CH:11]=[N:12][CH:13]=[CH:14][CH:15]=1. The catalyst is C1COCC1.C(Cl)Cl. The product is [CH3:22][C:19]1([CH3:21])[O:18][C:17](=[O:23])[NH:16][CH:9]1[C:10]1[CH:11]=[N:12][CH:13]=[CH:14][CH:15]=1. The yield is 1.00. (3) The reactants are FC(F)(F)C(O)=O.[CH2:8]([O:15][C:16](=[O:33])[CH2:17][C@@H:18]([NH2:32])[C:19]([NH:21][C@@H:22]([CH2:25][C:26]1[CH:31]=[CH:30][CH:29]=[CH:28][CH:27]=1)[CH2:23][OH:24])=[O:20])[C:9]1[CH:14]=[CH:13][CH:12]=[CH:11][CH:10]=1.CO[CH:36]1[CH:40]([C:41]2[CH:46]=[CH:45][C:44]([C:47]3[CH:52]=[CH:51][C:50]([C:53]#[N:54])=[CH:49][CH:48]=3)=[CH:43][CH:42]=2)[CH2:39][CH:38](OC)O1. The catalyst is ClCCCl. The product is [CH2:8]([O:15][C:16](=[O:33])[CH2:17][C@@H:18]([N:32]1[CH:38]=[CH:39][C:40]([C:41]2[CH:46]=[CH:45][C:44]([C:47]3[CH:48]=[CH:49][C:50]([C:53]#[N:54])=[CH:51][CH:52]=3)=[CH:43][CH:42]=2)=[CH:36]1)[C:19]([NH:21][C@@H:22]([CH2:25][C:26]1[CH:31]=[CH:30][CH:29]=[CH:28][CH:27]=1)[CH2:23][OH:24])=[O:20])[C:9]1[CH:10]=[CH:11][CH:12]=[CH:13][CH:14]=1. The yield is 0.390. (4) The catalyst is [Pd].C(O)(=O)C. The yield is 0.990. The product is [CH3:29][N:14]1[C:13]2[NH:8][C:9]([CH3:31])=[CH:10][C:11](=[O:30])[C:12]=2[C:17](=[O:18])[N:16]([CH2:19][CH2:20][CH2:21][CH2:22][C@H:23]([N:25]([CH3:27])[CH3:26])[CH3:24])[C:15]1=[O:28]. The reactants are C([N:8]1[C:13]2[N:14]([CH3:29])[C:15](=[O:28])[N:16]([CH2:19][CH2:20][CH2:21][CH2:22][C@H:23]([N:25]([CH3:27])[CH3:26])[CH3:24])[C:17](=[O:18])[C:12]=2[C:11](=[O:30])[CH:10]=[C:9]1[CH3:31])C1C=CC=CC=1.[H][H]. (5) The product is [CH3:23][O:21][C:20]([CH:14]1[CH2:15][C:16]([CH2:3][CH:2]=[CH2:1])([OH:19])[CH2:17][CH2:18][N:13]1[C:11]([O:10][C:6]([CH3:9])([CH3:7])[CH3:8])=[O:12])=[O:22]. The yield is 0.730. The reactants are [CH2:1]([Li])[CH2:2][CH2:3]C.[C:6]([O:10][C:11]([N:13]1[CH2:18][CH2:17][C:16](=[O:19])[CH2:15][CH:14]1[C:20]([OH:22])=[O:21])=[O:12])([CH3:9])([CH3:8])[CH3:7].[CH3:23]COC(C)=O.[NH4+].[Cl-]. The catalyst is C1COCC1.O. (6) The reactants are [NH2:1][C:2]1[CH:3]=[C:4]2[C:20](=[O:21])[NH:19][N:18]=[CH:17][C:6]3=[C:7]([C:11]4[CH:16]=[CH:15][CH:14]=[CH:13][CH:12]=4)[NH:8][C:9]([CH:10]=1)=[C:5]23.[CH3:22][N:23]([CH3:35])[C@@H:24]([CH2:28][C:29]1[CH:34]=[CH:33][CH:32]=[CH:31][CH:30]=1)[C:25](O)=[O:26].C(N(CC)CC)C.F[P-](F)(F)(F)(F)F.N1(OC(N(C)C)=[N+](C)C)C2N=CC=CC=2N=N1. The catalyst is C(Cl)Cl.CN(C)C=O. The product is [CH3:35][N:23]([CH3:22])[C@@H:24]([CH2:28][C:29]1[CH:34]=[CH:33][CH:32]=[CH:31][CH:30]=1)[C:25]([NH:1][C:2]1[CH:3]=[C:4]2[C:20](=[O:21])[NH:19][N:18]=[CH:17][C:6]3=[C:7]([C:11]4[CH:12]=[CH:13][CH:14]=[CH:15][CH:16]=4)[NH:8][C:9]([CH:10]=1)=[C:5]23)=[O:26]. The yield is 0.800. (7) The reactants are [Cl:1][C:2]1[CH:3]=[C:4]2[C:8](=[CH:9][CH:10]=1)[N:7]([C:11]1[N:15]([CH3:16])[N:14]=[C:13]([CH3:17])[C:12]=1[CH2:18][CH2:19][S:20]([NH2:23])(=[O:22])=[O:21])[CH:6]=[CH:5]2.[C:24](Cl)(=[O:28])[O:25][CH2:26][CH3:27].Cl. The catalyst is N1C=CC=CC=1. The product is [Cl:1][C:2]1[CH:3]=[C:4]2[C:8](=[CH:9][CH:10]=1)[N:7]([C:11]1[N:15]([CH3:16])[N:14]=[C:13]([CH3:17])[C:12]=1[CH2:18][CH2:19][S:20]([NH:23][C:24](=[O:28])[O:25][CH2:26][CH3:27])(=[O:22])=[O:21])[CH:6]=[CH:5]2. The yield is 0.680.